This data is from Full USPTO retrosynthesis dataset with 1.9M reactions from patents (1976-2016). The task is: Predict the reactants needed to synthesize the given product. Given the product [CH2:21]([N:18]1[CH2:17][CH2:16][N:15]([C:10]2[CH:11]=[CH:12][CH:13]=[CH:14][C:9]=2[C:1]2[CH2:8][CH2:7][CH2:6][CH2:5][CH2:4][CH2:3][CH:2]=2)[CH2:20][CH2:19]1)[CH2:22][CH2:23][CH3:24], predict the reactants needed to synthesize it. The reactants are: [C:1]1([C:9]2[CH:14]=[CH:13][CH:12]=[CH:11][C:10]=2[N:15]2[CH2:20][CH2:19][NH:18][CH2:17][CH2:16]2)[CH2:8][CH2:7][CH2:6][CH2:5][CH2:4][CH2:3][CH:2]=1.[CH:21](=O)[CH2:22][CH2:23][CH3:24].C(O[BH-](OC(=O)C)OC(=O)C)(=O)C.[Na+].C(O)(=O)C.C(=O)([O-])O.[Na+].